Dataset: Full USPTO retrosynthesis dataset with 1.9M reactions from patents (1976-2016). Task: Predict the reactants needed to synthesize the given product. (1) Given the product [Cl:1][C:2]1[CH:7]=[CH:6][C:5]([NH:8][C:9]([NH:10][C:11]2[CH:12]=[CH:13][C:14]([N:17]3[C:25]4[C:20](=[CH:21][C:22]([C:26]5[N:27]=[C:35]([CH3:36])[O:29][N:28]=5)=[CH:23][CH:24]=4)[CH:19]=[CH:18]3)=[CH:15][CH:16]=2)=[O:30])=[CH:4][C:3]=1[C:31]([F:34])([F:32])[F:33], predict the reactants needed to synthesize it. The reactants are: [Cl:1][C:2]1[CH:7]=[CH:6][C:5]([NH:8][C:9](=[O:30])[NH:10][C:11]2[CH:16]=[CH:15][C:14]([N:17]3[C:25]4[C:20](=[CH:21][C:22]([C:26]([NH:28][OH:29])=[NH:27])=[CH:23][CH:24]=4)[CH:19]=[CH:18]3)=[CH:13][CH:12]=2)=[CH:4][C:3]=1[C:31]([F:34])([F:33])[F:32].[C:35](OC(=O)C)(=O)[CH3:36]. (2) Given the product [Br:1][C:2]1[CH:7]=[CH:6][CH:5]=[CH:4][C:3]=1[CH2:8][CH2:9][O:10][CH:12]1[CH2:13][CH2:14][CH2:15][CH2:16][O:11]1, predict the reactants needed to synthesize it. The reactants are: [Br:1][C:2]1[CH:7]=[CH:6][CH:5]=[CH:4][C:3]=1[CH2:8][CH2:9][OH:10].[O:11]1[CH:16]=[CH:15][CH2:14][CH2:13][CH2:12]1.C12(CS(O)(=O)=O)C(C)(C)C(CC1)CC2=O.C([O-])([O-])=O.[K+].[K+].